This data is from Catalyst prediction with 721,799 reactions and 888 catalyst types from USPTO. The task is: Predict which catalyst facilitates the given reaction. (1) Reactant: Cl.[NH2:2][C:3]([NH2:5])=[NH:4].CN(C)[CH:8]=[CH:9][C:10]([C:12]1[CH:21]=[CH:20][C:19]2[NH:18][C:17](=[O:22])[C:16]3[NH:23][CH:24]=[CH:25][C:15]=3[C:14]=2[CH:13]=1)=O.[CH2:27]([C:29]([O-:31])=[O:30])[CH3:28]. Product: [NH2:4][C:3]1[N:5]=[C:10]([C:12]2[CH:21]=[CH:20][C:19]3[NH:18][C:17](=[O:22])[C:16]4[NH:23][CH:24]=[CH:25][C:15]=4[C:14]=3[CH:13]=2)[CH:9]=[CH:8][N:2]=1.[CH2:27]([C:29]([O-:31])=[O:30])[CH3:28]. The catalyst class is: 44. (2) Reactant: [C:1]([O:5][C:6]([NH:8][C:9]1[CH:14]=[C:13]([CH3:15])[CH:12]=[CH:11][N:10]=1)=[O:7])([CH3:4])([CH3:3])[CH3:2].C([Li])CCC.[CH3:21][CH2:22][CH2:23][CH2:24][CH2:25][CH3:26].C([O:30][CH:31](C)C)(C)C.[O:34]1CCC[CH2:35]1. Product: [CH3:35][O:34][C:23]1[CH:22]=[CH:21][C:26]([C:31](=[O:30])[CH2:15][C:13]2[CH:12]=[CH:11][N:10]=[C:9]([NH:8][C:6]([O:5][C:1]([CH3:4])([CH3:3])[CH3:2])=[O:7])[CH:14]=2)=[CH:25][CH:24]=1. The catalyst class is: 6. (3) Reactant: [CH3:1][O:2][C@@:3]1([CH3:42])[CH2:9][N:8](C(OC(C)(C)C)=O)[CH2:7][CH2:6][N:5]([C:17]2[CH:22]=[CH:21][CH:20]=[C:19]([N:23]3[C:31]4[CH:30]=[C:29]([C:32]5[CH:33]=[N:34][N:35]([CH2:37][C:38]([F:41])([F:40])[F:39])[CH:36]=5)[N:28]=[CH:27][C:26]=4[CH:25]=[N:24]3)[N:18]=2)[CH2:4]1.Cl. Product: [CH3:1][O:2][C@:3]1([CH3:42])[CH2:4][N:5]([C:17]2[N:18]=[C:19]([N:23]3[C:31]4[CH:30]=[C:29]([C:32]5[CH:33]=[N:34][N:35]([CH2:37][C:38]([F:40])([F:39])[F:41])[CH:36]=5)[N:28]=[CH:27][C:26]=4[CH:25]=[N:24]3)[CH:20]=[CH:21][CH:22]=2)[CH2:6][CH2:7][NH:8][CH2:9]1. The catalyst class is: 5. (4) Reactant: [N:1]1([CH2:6][CH2:7][CH2:8][O:9][C:10]2[CH:15]=[CH:14][C:13]([C:16]3([CH2:22][NH:23][C:24]4[C:25]([NH2:30])=[CH:26][CH:27]=[CH:28][CH:29]=4)[CH2:21][CH2:20][O:19][CH2:18][CH2:17]3)=[CH:12][CH:11]=2)[CH2:5][CH2:4][CH2:3][CH2:2]1.COC(OC)OC. Product: [N:1]1([CH2:6][CH2:7][CH2:8][O:9][C:10]2[CH:11]=[CH:12][C:13]([C:16]3([C:22]4[NH:30][C:25]5[CH:26]=[CH:27][CH:28]=[CH:29][C:24]=5[N:23]=4)[CH2:17][CH2:18][O:19][CH2:20][CH2:21]3)=[CH:14][CH:15]=2)[CH2:5][CH2:4][CH2:3][CH2:2]1. The catalyst class is: 106.